Dataset: Full USPTO retrosynthesis dataset with 1.9M reactions from patents (1976-2016). Task: Predict the reactants needed to synthesize the given product. (1) Given the product [Cl:25][C:20]1[CH:21]=[N:22][CH:23]=[CH:24][C:19]=1[CH2:18][S:8][C:6]1[N:5]=[C:4]([OH:9])[CH:3]=[C:2]([CH3:1])[N:7]=1, predict the reactants needed to synthesize it. The reactants are: [CH3:1][C:2]1[N:7]=[C:6]([SH:8])[N:5]=[C:4]([OH:9])[CH:3]=1.C(N(CC)CC)C.Br[CH2:18][C:19]1[CH:24]=[CH:23][N:22]=[CH:21][C:20]=1[Cl:25]. (2) Given the product [CH3:1][O:2][C:3]([NH:5][C@H:6]([C:7]([N:9]1[CH2:13][CH2:12][CH2:11][C@H:10]1[C:14]([NH:39][C:38]1[CH:37]=[CH:36][C:35]([C@@H:34]2[CH2:33][CH2:32][C@@H:31]([C:42]3[CH:48]=[CH:47][C:45]([NH2:46])=[CH:44][CH:43]=3)[N:30]2[C:27]2[CH:26]=[CH:25][C:24]([C:20]([CH3:23])([CH3:22])[CH3:21])=[CH:29][CH:28]=2)=[CH:41][CH:40]=1)=[O:16])=[O:8])[CH:17]([CH3:19])[CH3:18])=[O:4], predict the reactants needed to synthesize it. The reactants are: [CH3:1][O:2][C:3]([NH:5][C@@H:6]([CH:17]([CH3:19])[CH3:18])[C:7]([N:9]1[CH2:13][CH2:12][CH2:11][C@H:10]1[C:14]([OH:16])=O)=[O:8])=[O:4].[C:20]([C:24]1[CH:29]=[CH:28][C:27]([N:30]2[C@H:34]([C:35]3[CH:41]=[CH:40][C:38]([NH2:39])=[CH:37][CH:36]=3)[CH2:33][CH2:32][C@H:31]2[C:42]2[CH:48]=[CH:47][C:45]([NH2:46])=[CH:44][CH:43]=2)=[CH:26][CH:25]=1)([CH3:23])([CH3:22])[CH3:21].CN(C(ON1N=NC2C=CC=NC1=2)=[N+](C)C)C.F[P-](F)(F)(F)(F)F. (3) Given the product [O:21]1[C:22]2[CH:23]=[CH:24][C:15]([C:27]3[C:28]([C:34](=[O:40])[C:35]([O:37][CH2:38][CH3:39])=[O:36])=[C:29]([CH3:33])[S:30][C:31]=3[CH3:32])=[CH:16][C:17]=2[CH2:18][CH2:19][CH2:20]1, predict the reactants needed to synthesize it. The reactants are: C(=O)([O-])[O-].[Na+].[Na+].CC1(C)C(C)(C)OB([C:15]2[CH:16]=[C:17]3[C:22](=[CH:23][CH:24]=2)[O:21][CH2:20][CH2:19][CH2:18]3)O1.Br[C:27]1[C:28]([C:34](=[O:40])[C:35]([O:37][CH2:38][CH3:39])=[O:36])=[C:29]([CH3:33])[S:30][C:31]=1[CH3:32].